This data is from Full USPTO retrosynthesis dataset with 1.9M reactions from patents (1976-2016). The task is: Predict the reactants needed to synthesize the given product. (1) Given the product [CH3:12][C:13]1[O:17][N:16]=[C:15]([CH2:18][NH:11][C:8]23[CH2:10][CH:4]4[CH2:5][CH:6]([CH2:1][CH:2]([CH2:3]4)[CH2:9]2)[CH2:7]3)[CH:14]=1, predict the reactants needed to synthesize it. The reactants are: [CH2:1]1[CH:6]2[CH2:7][C:8]3([NH2:11])[CH2:10][CH:4]([CH2:5]2)[CH2:3][CH:2]1[CH2:9]3.[CH3:12][C:13]1[O:17][N:16]=[C:15]([CH:18]=O)[CH:14]=1. (2) Given the product [CH2:1]([O:8][C:9]([N:11]1[CH2:16][C:15]([CH2:17][CH2:18][N:24]=[N+:25]=[N-:26])=[CH:14][CH2:13][CH2:12]1)=[O:10])[C:2]1[CH:7]=[CH:6][CH:5]=[CH:4][CH:3]=1, predict the reactants needed to synthesize it. The reactants are: [CH2:1]([O:8][C:9]([N:11]1[CH2:16][C:15]([CH2:17][CH2:18]OS(C)(=O)=O)=[CH:14][CH2:13][CH2:12]1)=[O:10])[C:2]1[CH:7]=[CH:6][CH:5]=[CH:4][CH:3]=1.[N-:24]=[N+:25]=[N-:26].[Na+]. (3) Given the product [CH3:1][O:2][C:3](=[O:22])[CH2:4][C:5]1[CH:6]=[C:7]([C:24]2[CH:31]=[CH:30][C:29]([C:32]([F:35])([F:34])[F:33])=[CH:28][C:25]=2[CH:26]=[O:27])[C:8]([O:11][CH3:12])=[CH:9][CH:10]=1, predict the reactants needed to synthesize it. The reactants are: [CH3:1][O:2][C:3](=[O:22])[CH2:4][C:5]1[CH:10]=[CH:9][C:8]([O:11][CH3:12])=[C:7](B2OC(C)(C)C(C)(C)O2)[CH:6]=1.Br[C:24]1[CH:31]=[CH:30][C:29]([C:32]([F:35])([F:34])[F:33])=[CH:28][C:25]=1[CH:26]=[O:27].C(=O)([O-])[O-].[K+].[K+].C(Cl)Cl. (4) The reactants are: [OH:1][CH2:2][CH2:3][CH2:4][CH:5]([C:20]1[CH:27]=[CH:26][C:23]([C:24]#[N:25])=[CH:22][CH:21]=1)[O:6][C:7]1[CH:12]=[CH:11][C:10]([O:13][CH:14]2[CH2:19][CH2:18][CH2:17][CH2:16][O:15]2)=[CH:9][CH:8]=1.[CH3:28][S:29](Cl)(=[O:31])=[O:30].O. Given the product [CH3:28][S:29]([O:1][CH2:2][CH2:3][CH2:4][CH:5]([C:20]1[CH:27]=[CH:26][C:23]([C:24]#[N:25])=[CH:22][CH:21]=1)[O:6][C:7]1[CH:8]=[CH:9][C:10]([O:13][CH:14]2[CH2:19][CH2:18][CH2:17][CH2:16][O:15]2)=[CH:11][CH:12]=1)(=[O:31])=[O:30], predict the reactants needed to synthesize it. (5) Given the product [CH3:19][N:15]1[C:16](=[O:18])[C:17]2[C:13](=[C:12]([C:20]([N:23]3[CH2:27][CH2:26][CH2:25][CH2:24]3)=[O:22])[CH:11]=[CH:10][C:9]=2[NH:8][C:6](=[O:7])[O:5][C:1]([CH3:2])([CH3:3])[CH3:4])[CH2:14]1, predict the reactants needed to synthesize it. The reactants are: [C:1]([O:5][C:6]([NH:8][C:9]1[C:17]2[C:16](=[O:18])[N:15]([CH3:19])[CH2:14][C:13]=2[C:12]([C:20]([OH:22])=O)=[CH:11][CH:10]=1)=[O:7])([CH3:4])([CH3:3])[CH3:2].[NH:23]1[CH2:27][CH2:26][CH2:25][CH2:24]1.CN(C(ON1N=NC2C=CC=CC1=2)=[N+](C)C)C.[B-](F)(F)(F)F.CCN(C(C)C)C(C)C. (6) Given the product [N+:7]([C:10]1[CH:11]=[C:12]([S:16]([NH:22][CH2:3][CH:2]2[CH2:6][CH2:5]2)(=[O:18])=[O:17])[CH:13]=[CH:14][CH:15]=1)([O-:9])=[O:8], predict the reactants needed to synthesize it. The reactants are: N[C:2]([CH3:6])([CH3:5])[CH2:3]O.[N+:7]([C:10]1[CH:11]=[C:12]([S:16](Cl)(=[O:18])=[O:17])[CH:13]=[CH:14][CH:15]=1)([O-:9])=[O:8].C([N:22](CC)CC)C.O. (7) Given the product [Br:23][C:5]1[C:4]([C:17]2[CH:18]=[N:19][N:20]([CH3:22])[CH:21]=2)=[N:3][N:2]([CH3:1])[C:6]=1[NH:7][C:8]([NH:50][C@H:42]1[C@H:41]([C:36]2[CH:37]=[CH:38][C:39]([F:40])=[C:34]([F:33])[CH:35]=2)[CH2:45][N:44]([CH2:46][CH2:47][O:48][CH3:49])[CH2:43]1)=[O:16], predict the reactants needed to synthesize it. The reactants are: [CH3:1][N:2]1[C:6]([NH:7][C:8](=[O:16])OC2C=CC=CC=2)=[CH:5][C:4]([C:17]2[CH:18]=[N:19][N:20]([CH3:22])[CH:21]=2)=[N:3]1.[Br:23]N1C(=O)CCC1=O.Cl.Cl.[F:33][C:34]1[CH:35]=[C:36]([C@@H:41]2[CH2:45][N:44]([CH2:46][CH2:47][O:48][CH3:49])[CH2:43][C@H:42]2[NH2:50])[CH:37]=[CH:38][C:39]=1[F:40].CCN(C(C)C)C(C)C. (8) Given the product [C:4]([CH:6]1[CH2:7][CH2:8][N:9]([C:12]2[CH:13]=[C:14]([CH:18]3[O:22][CH2:21][CH2:20][O:19]3)[CH:15]=[CH:16][CH:17]=2)[CH2:10][CH2:11]1)([OH:5])=[O:3], predict the reactants needed to synthesize it. The reactants are: C([O:3][C:4]([CH:6]1[CH2:11][CH2:10][N:9]([C:12]2[CH:13]=[C:14]([CH:18]3[O:22][CH2:21][CH2:20][O:19]3)[CH:15]=[CH:16][CH:17]=2)[CH2:8][CH2:7]1)=[O:5])C.[OH-].[Na+].